The task is: Regression. Given two drug SMILES strings and cell line genomic features, predict the synergy score measuring deviation from expected non-interaction effect.. This data is from Merck oncology drug combination screen with 23,052 pairs across 39 cell lines. Drug 1: CN(C)C(=N)N=C(N)N. Drug 2: COC1=C2CC(C)CC(OC)C(O)C(C)C=C(C)C(OC(N)=O)C(OC)C=CC=C(C)C(=O)NC(=CC1=O)C2=O. Cell line: T47D. Synergy scores: synergy=-8.03.